This data is from Forward reaction prediction with 1.9M reactions from USPTO patents (1976-2016). The task is: Predict the product of the given reaction. (1) Given the reactants [F-].C([N+](CCCC)(CCCC)CCCC)CCC.C([Si](C1C=CC=CC=1)(C1C=CC=CC=1)[O:24][CH2:25][CH2:26][CH2:27][CH2:28][CH2:29][CH2:30][CH2:31][CH2:32][CH2:33][CH2:34][CH2:35][CH:36]([S:57]([C:60]1[CH:65]=[CH:64][CH:63]=[CH:62][CH:61]=1)(=[O:59])=[O:58])[CH2:37][CH2:38][CH2:39][CH2:40]/[CH:41]=[CH:42]\[CH2:43]/[CH:44]=[CH:45]\[CH2:46]/[CH:47]=[CH:48]\[CH2:49]/[CH:50]=[CH:51]\[CH2:52][CH2:53][CH2:54][CH2:55][CH3:56])(C)(C)C.O, predict the reaction product. The product is: [C:60]1([S:57]([CH:36]([CH2:37][CH2:38][CH2:39][CH2:40]/[CH:41]=[CH:42]\[CH2:43]/[CH:44]=[CH:45]\[CH2:46]/[CH:47]=[CH:48]\[CH2:49]/[CH:50]=[CH:51]\[CH2:52][CH2:53][CH2:54][CH2:55][CH3:56])[CH2:35][CH2:34][CH2:33][CH2:32][CH2:31][CH2:30][CH2:29][CH2:28][CH2:27][CH2:26][CH2:25][OH:24])(=[O:58])=[O:59])[CH:61]=[CH:62][CH:63]=[CH:64][CH:65]=1. (2) Given the reactants [Cl:1][C:2]1[N:10]=[CH:9][N:8]=[C:7]2[C:3]=1[N:4]=[CH:5][N:6]2[C@H:11]1[C@H:15]([OH:16])[C@H:14]([OH:17])[C@@H:13]([CH2:18][OH:19])[O:12]1.Cl[Si:21]([CH:34]([CH3:36])[CH3:35])([CH:31]([CH3:33])[CH3:32])[O:22][Si:23](Cl)([CH:27]([CH3:29])[CH3:28])[CH:24]([CH3:26])[CH3:25].O, predict the reaction product. The product is: [Cl:1][C:2]1[N:10]=[CH:9][N:8]=[C:7]2[C:3]=1[N:4]=[CH:5][N:6]2[C@@H:11]1[O:12][C@H:13]2[C@@H:14]([O:17][Si:21]([CH:31]([CH3:33])[CH3:32])([CH:34]([CH3:36])[CH3:35])[O:22][Si:23]([CH:27]([CH3:29])[CH3:28])([CH:24]([CH3:25])[CH3:26])[O:19][CH2:18]2)[C@H:15]1[OH:16]. (3) The product is: [N+:10]([C:4]1[CH:5]=[CH:6][CH:7]=[C:8]([CH3:9])[C:3]=1[CH2:2][O:27][C:24]1[CH:25]=[CH:26][N:22]([C:17]2[C:18]([O:20][CH3:21])=[N:19][C:14]([Cl:13])=[CH:15][CH:16]=2)[N:23]=1)([O-:12])=[O:11]. Given the reactants Br[CH2:2][C:3]1[C:8]([CH3:9])=[CH:7][CH:6]=[CH:5][C:4]=1[N+:10]([O-:12])=[O:11].[Cl:13][C:14]1[N:19]=[C:18]([O:20][CH3:21])[C:17]([N:22]2[CH:26]=[CH:25][C:24]([OH:27])=[N:23]2)=[CH:16][CH:15]=1.C(=O)([O-])[O-].[K+].[K+].C(#N)C, predict the reaction product. (4) Given the reactants [OH:1][C:2]12[C:13]3[C:8](=[C:9]([N+:14]([O-])=O)[CH:10]=[CH:11][CH:12]=3)[C:7](=[O:17])[C:6]1([NH:18][C:19]([C:21]1[C:25]([N+:26]([O-:28])=[O:27])=[CH:24][NH:23][N:22]=1)=[O:20])[C:5]1[CH:29]=[CH:30][C:31]([CH:33]([CH3:35])[CH3:34])=[CH:32][C:4]=1[O:3]2.C(O)C, predict the reaction product. The product is: [NH2:14][C:9]1[CH:10]=[CH:11][CH:12]=[C:13]2[C:8]=1[C:7](=[O:17])[C:6]1([NH:18][C:19]([C:21]3[C:25]([N+:26]([O-:28])=[O:27])=[CH:24][NH:23][N:22]=3)=[O:20])[C:5]3[CH:29]=[CH:30][C:31]([CH:33]([CH3:35])[CH3:34])=[CH:32][C:4]=3[O:3][C:2]12[OH:1]. (5) Given the reactants C([O:3][C:4](=[O:31])[CH2:5][CH2:6][C@H:7]([C@@H:9]1[C@:26]2([CH3:27])[C:12]([C:13]3[CH2:14][CH2:15][C@@H:16]4[C@:21]([C:23]=3[CH2:24][CH2:25]2)([CH3:22])[CH2:20][CH2:19][CH:18]([OH:28])[C:17]4([CH3:30])[CH3:29])=[CH:11][CH2:10]1)[CH3:8])C, predict the reaction product. The product is: [OH:28][C@H:18]1[CH2:19][CH2:20][C@@:21]2([CH3:22])[C@@H:16]([CH2:15][CH2:14][C:13]3[C:12]4[C@:26]([CH3:27])([CH2:25][CH2:24][C:23]=32)[C@@H:9]([C@H:7]([CH3:8])[CH2:6][CH2:5][C:4]([OH:31])=[O:3])[CH2:10][CH:11]=4)[C:17]1([CH3:29])[CH3:30].